This data is from Reaction yield outcomes from USPTO patents with 853,638 reactions. The task is: Predict the reaction yield, written as a fraction of the theoretical maximum amount of product (1.0 means a 100% yield; for example, 0.34 means a 34% yield). (1) The reactants are [C:1]([C:3]1[C:4]([CH3:14])=[N:5][S:6][C:7]=1[NH:8][C:9](=[O:13])[CH2:10][CH2:11][CH3:12])#[N:2].[OH:15]O. The catalyst is [NH4+].[OH-]. The product is [C:9]([NH:8][C:7]1[S:6][N:5]=[C:4]([CH3:14])[C:3]=1[C:1]([NH2:2])=[O:15])(=[O:13])[CH2:10][CH2:11][CH3:12]. The yield is 0.720. (2) The reactants are [NH2:1][C:2]1[C:3]([C:7](Cl)=[N:8][OH:9])=[N:4][O:5][N:6]=1.[CH3:11][O:12][CH2:13][CH2:14][NH2:15].C(N(CC)CC)C. The catalyst is C(OCC)(=O)C. The product is [NH2:1][C:2]1[C:3]([C:7](=[N:8][OH:9])[NH:15][CH2:14][CH2:13][O:12][CH3:11])=[N:4][O:5][N:6]=1. The yield is 1.19. (3) The reactants are C([O:4][C@@H:5]1[C@@H:10]([O:11]C(=O)C)[C@H:9]([O:15]C(=O)C)[C@@H:8]([O:19]/[C:20](/[C:29]([O:31]CC)=[O:30])=[CH:21]\[C:22]2[CH:27]=[CH:26][CH:25]=[CH:24][C:23]=2[F:28])[O:7][C@H:6]1[CH2:34][O:35]C(=O)C)(=O)C.O[Li].O. The catalyst is C1COCC1.O. The product is [F:28][C:23]1[CH:24]=[CH:25][CH:26]=[CH:27][C:22]=1/[CH:21]=[C:20](\[O:19][C@@H:8]1[C@@H:9]([OH:15])[C@H:10]([OH:11])[C@@H:5]([OH:4])[C@H:6]([CH2:34][OH:35])[O:7]1)/[C:29]([OH:31])=[O:30]. The yield is 0.870. (4) The reactants are [CH:1]([C:4]1[CH:16]=[CH:15][C:7]([C:8]([O:10]C(C)(C)C)=[O:9])=[CH:6][C:5]=1[O:17][C:18]1[CH:23]=[CH:22][CH:21]=[CH:20][CH:19]=1)([CH3:3])[CH3:2].FC(F)(F)C(O)=O. The catalyst is ClCCl. The product is [CH:1]([C:4]1[CH:16]=[CH:15][C:7]([C:8]([OH:10])=[O:9])=[CH:6][C:5]=1[O:17][C:18]1[CH:23]=[CH:22][CH:21]=[CH:20][CH:19]=1)([CH3:3])[CH3:2]. The yield is 0.813.